This data is from Forward reaction prediction with 1.9M reactions from USPTO patents (1976-2016). The task is: Predict the product of the given reaction. Given the reactants [Cl:1][C:2]1[C:3]([CH2:26][C:27]([OH:29])=O)=[N:4][C:5]([N:8]([CH2:16][C:17]([F:25])([F:24])[C:18]2[CH:23]=[CH:22][CH:21]=[CH:20][N:19]=2)C(OC(C)(C)C)=O)=[CH:6][CH:7]=1.[Cl:30][C:31]1[CH:32]=[C:33]([CH:36]=[CH:37][CH:38]=1)[CH2:34][NH2:35], predict the reaction product. The product is: [Cl:1][C:2]1[C:3]([CH2:26][C:27]([NH:35][CH2:34][C:33]2[CH:36]=[CH:37][CH:38]=[C:31]([Cl:30])[CH:32]=2)=[O:29])=[N:4][C:5]([NH:8][CH2:16][C:17]([F:24])([F:25])[C:18]2[CH:23]=[CH:22][CH:21]=[CH:20][N:19]=2)=[CH:6][CH:7]=1.